Dataset: Peptide-MHC class I binding affinity with 185,985 pairs from IEDB/IMGT. Task: Regression. Given a peptide amino acid sequence and an MHC pseudo amino acid sequence, predict their binding affinity value. This is MHC class I binding data. (1) The peptide sequence is TPGPGIRYPL. The MHC is HLA-B45:01 with pseudo-sequence HLA-B45:01. The binding affinity (normalized) is 0. (2) The peptide sequence is GEGSGARLL. The MHC is HLA-A01:01 with pseudo-sequence HLA-A01:01. The binding affinity (normalized) is 0.0847. (3) The peptide sequence is LFNSHRISHF. The MHC is HLA-A29:02 with pseudo-sequence HLA-A29:02. The binding affinity (normalized) is 0.0245. (4) The peptide sequence is KSYPYLYL. The MHC is H-2-Kb with pseudo-sequence H-2-Kb. The binding affinity (normalized) is 0.912.